This data is from Catalyst prediction with 721,799 reactions and 888 catalyst types from USPTO. The task is: Predict which catalyst facilitates the given reaction. (1) Reactant: [NH2:1][C:2]1[CH:7]=[C:6]([C:8]([F:11])([F:10])[F:9])[CH:5]=[CH:4][C:3]=1[NH:12][C:13]1[CH:14]=[C:15]([CH:21]=[CH:22][CH:23]=1)[C:16]([O:18]CC)=[O:17].C(O)C.[OH-].[Na+]. Product: [NH2:1][C:2]1[CH:7]=[C:6]([C:8]([F:10])([F:11])[F:9])[CH:5]=[CH:4][C:3]=1[NH:12][C:13]1[CH:14]=[C:15]([CH:21]=[CH:22][CH:23]=1)[C:16]([OH:18])=[O:17]. The catalyst class is: 1. (2) Reactant: [C:1]([C@@H:4]([C:34]1[CH:39]=[CH:38][CH:37]=[CH:36][CH:35]=1)[N:5]([CH:14]1[C:22]2[C:17](=[CH:18][CH:19]=[C:20]([O:23][CH2:24][CH2:25][O:26]CC3C=CC=CC=3)[CH:21]=2)[CH2:16][CH2:15]1)[C:6](=[O:13])[C:7]1[CH:12]=[CH:11][CH:10]=[CH:9][CH:8]=1)(=[O:3])[NH2:2]. Product: [C:1]([C@@H:4]([C:34]1[CH:39]=[CH:38][CH:37]=[CH:36][CH:35]=1)[N:5]([C@H:14]1[C:22]2[C:17](=[CH:18][CH:19]=[C:20]([O:23][CH2:24][CH2:25][OH:26])[CH:21]=2)[CH2:16][CH2:15]1)[C:6](=[O:13])[C:7]1[CH:8]=[CH:9][CH:10]=[CH:11][CH:12]=1)(=[O:3])[NH2:2]. The catalyst class is: 457. (3) Reactant: [CH3:1][O:2][C:3]1[CH:4]=[C:5]2[C:10](=[CH:11][C:12]=1[O:13][CH3:14])[N:9]=[CH:8][CH:7]=[C:6]2[O:15][C:16]1[CH:21]=[CH:20][C:19]([OH:22])=[CH:18][CH:17]=1.[H-].[Na+].COC1C=C2C(=CC=1OC)N=[CH:32][CH:31]=[C:30]2[O:39][C:40]1[CH:45]=[CH:44][C:43](NC(NC2CCNCC2)=O)=[CH:42][CH:41]=1.[C:56](=O)([O-])[OH:57].[Na+]. Product: [CH3:1][O:2][C:3]1[CH:4]=[C:5]2[C:10](=[CH:11][C:12]=1[O:13][CH3:14])[N:9]=[CH:8][CH:7]=[C:6]2[O:15][C:16]1[CH:17]=[CH:18][C:19]([O:22][CH2:32][CH2:31][CH2:30][O:39][C:40]2[CH:41]=[CH:42][CH:43]=[CH:44][C:45]=2[O:57][CH3:56])=[CH:20][CH:21]=1. The catalyst class is: 9. (4) Reactant: Cl.[O:2]=[C:3]1[C:8]([C:9]([O:11][CH3:12])=[O:10])=[CH:7][CH:6]=[CH:5][NH:4]1.[H-].[Na+].Cl[CH2:16][C:17]1[CH:26]=[CH:25][C:24]2[C:19](=[CH:20][CH:21]=[CH:22][CH:23]=2)[N:18]=1. Product: [N:18]1[C:19]2[C:24](=[CH:23][CH:22]=[CH:21][CH:20]=2)[CH:25]=[CH:26][C:17]=1[CH2:16][N:4]1[CH:5]=[CH:6][CH:7]=[C:8]([C:9]([O:11][CH3:12])=[O:10])[C:3]1=[O:2]. The catalyst class is: 3. (5) Reactant: C1(O[C:8](=[NH:12])[NH:9][C:10]#[N:11])C=CC=CC=1.[NH2:13][CH2:14][C:15]#[C:16][C:17]1[CH:18]=[C:19]2[C:24](=[CH:25][CH:26]=1)[N:23]=[CH:22][N:21]=[C:20]2[NH:27][C:28]1[CH:33]=[CH:32][C:31]([O:34][C:35]2[CH:36]=[N:37][C:38]([CH3:41])=[CH:39][CH:40]=2)=[C:30]([CH3:42])[CH:29]=1. Product: [C:8]([NH:9][C:10]([NH:13][CH2:14][C:15]#[C:16][C:17]1[CH:18]=[C:19]2[C:24](=[CH:25][CH:26]=1)[N:23]=[CH:22][N:21]=[C:20]2[NH:27][C:28]1[CH:33]=[CH:32][C:31]([O:34][C:35]2[CH:36]=[N:37][C:38]([CH3:41])=[CH:39][CH:40]=2)=[C:30]([CH3:42])[CH:29]=1)=[NH:11])#[N:12]. The catalyst class is: 32. (6) Reactant: [C:1]([O:5][C:6]([N:8]1[CH2:13][CH2:12][CH:11]([O:14][C:15]2[CH:20]=[CH:19][C:18]([N+:21]([O-])=O)=[C:17]([CH3:24])[N:16]=2)[CH2:10][CH2:9]1)=[O:7])([CH3:4])([CH3:3])[CH3:2]. The catalyst class is: 63. Product: [C:1]([O:5][C:6]([N:8]1[CH2:9][CH2:10][CH:11]([O:14][C:15]2[CH:20]=[CH:19][C:18]([NH2:21])=[C:17]([CH3:24])[N:16]=2)[CH2:12][CH2:13]1)=[O:7])([CH3:4])([CH3:3])[CH3:2].